This data is from Forward reaction prediction with 1.9M reactions from USPTO patents (1976-2016). The task is: Predict the product of the given reaction. (1) Given the reactants Br[C:2]1[CH:7]=[CH:6][C:5]([C:8]([N:10]2[CH2:15][CH2:14][N:13]([C:16]3[C:21]([CH3:22])=[CH:20][C:19]([CH3:23])=[CH:18][N:17]=3)[CH2:12][CH2:11]2)=[O:9])=[CH:4][C:3]=1[F:24].[CH3:25][N:26]1[CH2:30][CH2:29][NH:28][C:27]1=[O:31], predict the reaction product. The product is: [CH3:22][C:21]1[C:16]([N:13]2[CH2:14][CH2:15][N:10]([C:8]([C:5]3[CH:6]=[CH:7][C:2]([N:28]4[CH2:29][CH2:30][N:26]([CH3:25])[C:27]4=[O:31])=[C:3]([F:24])[CH:4]=3)=[O:9])[CH2:11][CH2:12]2)=[N:17][CH:18]=[C:19]([CH3:23])[CH:20]=1. (2) Given the reactants FC(F)(F)C(O)=O.[CH3:8][N:9]([CH:17]1[CH2:22][CH2:21][N:20]([C:23]2[CH:28]=[N:27][CH:26]=[C:25]([CH3:29])[N:24]=2)[CH2:19][CH2:18]1)C(=O)OC(C)(C)C, predict the reaction product. The product is: [CH3:8][NH:9][CH:17]1[CH2:18][CH2:19][N:20]([C:23]2[CH:28]=[N:27][CH:26]=[C:25]([CH3:29])[N:24]=2)[CH2:21][CH2:22]1. (3) The product is: [CH:38]1([C@H:25]([NH:26][C:27]([C@@H:29]2[CH2:34][CH2:33][CH2:32][CH2:31][N:30]2[CH:35]([CH3:37])[CH3:36])=[O:28])[C:24]([NH:23][C@@H:18]([C:19]([CH3:20])([CH3:21])[CH3:22])[C:17]([N:6]2[C@H:5]([C:3]([OH:4])=[O:2])[CH2:16][C@:8]3([C:13]([CH3:14])([CH3:15])[C:9]43[CH2:12][CH2:11][CH2:10]4)[CH2:7]2)=[O:45])=[O:44])[CH2:39][CH2:40][CH2:41][CH2:42][CH2:43]1. Given the reactants C[O:2][C:3]([C@@H:5]1[CH2:16][C@:8]2([C:13]([CH3:15])([CH3:14])[C:9]32[CH2:12][CH2:11][CH2:10]3)[CH2:7][N:6]1[C:17](=[O:45])[C@@H:18]([NH:23][C:24](=[O:44])[C@H:25]([CH:38]1[CH2:43][CH2:42][CH2:41][CH2:40][CH2:39]1)[NH:26][C:27]([C@@H:29]1[CH2:34][CH2:33][CH2:32][CH2:31][N:30]1[CH:35]([CH3:37])[CH3:36])=[O:28])[C:19]([CH3:22])([CH3:21])[CH3:20])=[O:4], predict the reaction product. (4) Given the reactants [F:1][C:2]1[CH:7]=[CH:6][C:5]([F:8])=[CH:4][C:3]=1[C@H:9]1[CH2:13][CH2:12][CH2:11][N:10]1[C:14]1[CH:19]=[CH:18][N:17]2[N:20]=[CH:21][C:22]([NH2:23])=[C:16]2[N:15]=1.C1N=[CH:27][N:26]([C:29](N2C=NC=C2)=[O:30])[CH:25]=1.CNC, predict the reaction product. The product is: [F:1][C:2]1[CH:7]=[CH:6][C:5]([F:8])=[CH:4][C:3]=1[C@H:9]1[CH2:13][CH2:12][CH2:11][N:10]1[C:14]1[CH:19]=[CH:18][N:17]2[N:20]=[CH:21][C:22]([NH:23][C:29](=[O:30])[N:26]([CH3:27])[CH3:25])=[C:16]2[N:15]=1. (5) Given the reactants [Br:1][C:2]1[CH:3]=[N:4][C:5](Cl)=[C:6]([CH:9]=1)[CH:7]=[O:8].[CH3:11][CH:12]1[CH2:16][CH2:15][NH:14][CH2:13]1.C(=O)([O-])[O-].[Na+].[Na+], predict the reaction product. The product is: [Br:1][C:2]1[CH:3]=[N:4][C:5]([N:14]2[CH2:15][CH2:16][CH:12]([CH3:11])[CH2:13]2)=[C:6]([CH:9]=1)[CH:7]=[O:8].